Task: Predict the reactants needed to synthesize the given product.. Dataset: Full USPTO retrosynthesis dataset with 1.9M reactions from patents (1976-2016) (1) The reactants are: [C:1]1([CH:7]([C:21]2[CH:26]=[CH:25][CH:24]=[CH:23][CH:22]=2)[N:8]2[CH2:11][CH:10]([N:12]3[CH2:17][CH2:16][NH:15][CH2:14][CH:13]3[CH2:18][CH2:19][OH:20])[CH2:9]2)[CH:6]=[CH:5][CH:4]=[CH:3][CH:2]=1.[C:27]([O:31][C:32](O[C:32]([O:31][C:27]([CH3:30])([CH3:29])[CH3:28])=[O:33])=[O:33])([CH3:30])([CH3:29])[CH3:28].C(N(CC)CC)C. Given the product [C:21]1([CH:7]([C:1]2[CH:2]=[CH:3][CH:4]=[CH:5][CH:6]=2)[N:8]2[CH2:9][CH:10]([N:12]3[CH2:17][CH2:16][N:15]([C:32]([O:31][C:27]([CH3:30])([CH3:29])[CH3:28])=[O:33])[CH2:14][CH:13]3[CH2:18][CH2:19][OH:20])[CH2:11]2)[CH:26]=[CH:25][CH:24]=[CH:23][CH:22]=1, predict the reactants needed to synthesize it. (2) Given the product [Cl:15][C:12]1[CH:13]=[CH:14][C:9]([O:8][CH2:7][C:6]([OH:5])=[O:17])=[C:10]([C:26]#[C:25][C:21]2[CH:22]=[CH:23][CH:24]=[C:19]([Cl:18])[CH:20]=2)[CH:11]=1, predict the reactants needed to synthesize it. The reactants are: C([O:5][C:6](=[O:17])[CH2:7][O:8][C:9]1[CH:14]=[CH:13][C:12]([Cl:15])=[CH:11][C:10]=1Br)(C)(C)C.[Cl:18][C:19]1[CH:20]=[C:21]([C:25]#[CH:26])[CH:22]=[CH:23][CH:24]=1. (3) Given the product [OH:14][C:15]1[CH:16]=[CH:17][N:3]2[N:4]=[CH:5][C:6]([C:7]([O:9][CH2:10][CH3:11])=[O:8])=[C:2]2[N:1]=1, predict the reactants needed to synthesize it. The reactants are: [NH2:1][C:2]1[C:6]([C:7]([O:9][CH2:10][CH3:11])=[O:8])=[CH:5][NH:4][N:3]=1.C([O:14][CH:15]=[CH:16][C:17](OCC)=O)C.C(=O)([O-])[O-].[Cs+].[Cs+].O. (4) Given the product [CH3:35][O:34][C:33](=[O:36])[NH:32][C@@H:28]([CH:29]([CH3:30])[CH3:31])[C:27]([N:22]1[C@H:21]([C:19]2[NH:18][C:17]3[C:38]4[C:13]([CH:14]=[CH:15][C:16]=3[N:20]=2)=[CH:12][C:11]2[C:5]3[C:6]([CH2:8][O:9][C:10]=2[CH:39]=4)=[CH:7][C:2]([B:40]2[O:44][C:43]([CH3:46])([CH3:45])[C:42]([CH3:48])([CH3:47])[O:41]2)=[CH:3][CH:4]=3)[CH2:25][CH2:24][C@@H:23]1[CH3:26])=[O:37], predict the reactants needed to synthesize it. The reactants are: Cl[C:2]1[CH:7]=[C:6]2[CH2:8][O:9][C:10]3[CH:39]=[C:38]4[C:13]([CH:14]=[CH:15][C:16]5[N:20]=[C:19]([C@@H:21]6[CH2:25][CH2:24][C@H:23]([CH3:26])[N:22]6[C:27](=[O:37])[C@@H:28]([NH:32][C:33](=[O:36])[O:34][CH3:35])[CH:29]([CH3:31])[CH3:30])[NH:18][C:17]=54)=[CH:12][C:11]=3[C:5]2=[CH:4][CH:3]=1.[B:40]1([B:40]2[O:44][C:43]([CH3:46])([CH3:45])[C:42]([CH3:48])([CH3:47])[O:41]2)[O:44][C:43]([CH3:46])([CH3:45])[C:42]([CH3:48])([CH3:47])[O:41]1.CC([O-])=O.[K+]. (5) Given the product [CH2:7]([C:8]1[O:9][C:10]2[CH:15]=[CH:14][C:13]([N+:16]([O-:18])=[O:17])=[CH:12][C:11]=2[C:26]=1[C:25]([OH:28])=[O:27])[CH2:2][CH2:3][CH3:4], predict the reactants needed to synthesize it. The reactants are: O[C:2](=[C:7]1[C:11]2[CH:12]=[C:13]([N+:16]([O-:18])=[O:17])[CH:14]=[CH:15][C:10]=2[O:9][C:8]1=O)[CH2:3][CH2:4]CC.S(=O)(=O)(O)O.[C:25]([OH:28])(=[O:27])[CH3:26].